Task: Binary Classification. Given a T-cell receptor sequence (or CDR3 region) and an epitope sequence, predict whether binding occurs between them.. Dataset: TCR-epitope binding with 47,182 pairs between 192 epitopes and 23,139 TCRs (1) The epitope is LLMPILTLT. The TCR CDR3 sequence is CASSPAGGTDTQYF. Result: 0 (the TCR does not bind to the epitope). (2) The epitope is KLPDDFTGCV. The TCR CDR3 sequence is CASSLLERGGADTQYF. Result: 1 (the TCR binds to the epitope). (3) The epitope is YLNTLTLAV. The TCR CDR3 sequence is CASSPSMDTQYF. Result: 1 (the TCR binds to the epitope). (4) The epitope is FLYALALLL. The TCR CDR3 sequence is CASSLTGSDSFYEQYF. Result: 0 (the TCR does not bind to the epitope). (5) Result: 1 (the TCR binds to the epitope). The epitope is YIFFASFYY. The TCR CDR3 sequence is CASRSGQLGAYSNQPQHF. (6) The epitope is NLNESLIDL. The TCR CDR3 sequence is CASSPTSGFSYEQYF. Result: 0 (the TCR does not bind to the epitope).